The task is: Predict which catalyst facilitates the given reaction.. This data is from Catalyst prediction with 721,799 reactions and 888 catalyst types from USPTO. (1) Reactant: [CH2:1]([O:8][C:9]1[N:14]=[N:13][C:12]([CH2:15][CH2:16][C:17]2[N:22]=[CH:21][C:20]([CH2:23][CH2:24]OS(C)(=O)=O)=[CH:19][CH:18]=2)=[CH:11][CH:10]=1)[C:2]1[CH:7]=[CH:6][CH:5]=[CH:4][CH:3]=1.[NH:30]1[CH2:33][CH:32]([OH:34])[CH2:31]1. Product: [CH2:1]([O:8][C:9]1[N:14]=[N:13][C:12]([CH2:15][CH2:16][C:17]2[N:22]=[CH:21][C:20]([CH2:23][CH2:24][N:30]3[CH2:33][CH:32]([OH:34])[CH2:31]3)=[CH:19][CH:18]=2)=[CH:11][CH:10]=1)[C:2]1[CH:3]=[CH:4][CH:5]=[CH:6][CH:7]=1. The catalyst class is: 10. (2) Reactant: [C:1]1([C:7]([N:9]2[CH2:14][CH2:13][NH:12][CH2:11][CH2:10]2)=[O:8])[CH:6]=[CH:5][CH:4]=[CH:3][CH:2]=1.[C:15]([C:19]1[CH:24]=[CH:23][C:22]([N:25]=[C:26]=[S:27])=[CH:21][CH:20]=1)([CH3:18])([CH3:17])[CH3:16]. Product: [C:15]([C:19]1[CH:24]=[CH:23][C:22]([NH:25][C:26]([N:12]2[CH2:11][CH2:10][N:9]([C:7](=[O:8])[C:1]3[CH:2]=[CH:3][CH:4]=[CH:5][CH:6]=3)[CH2:14][CH2:13]2)=[S:27])=[CH:21][CH:20]=1)([CH3:18])([CH3:16])[CH3:17]. The catalyst class is: 2. (3) Reactant: [Br:1][C:2]1[CH:9]=[CH:8][C:5]([C:6]#[N:7])=[C:4]([F:10])[CH:3]=1.FC(F)(F)C(O)=[O:14].S(=O)(=O)(O)O. Product: [Br:1][C:2]1[CH:9]=[CH:8][C:5]([C:6]([NH2:7])=[O:14])=[C:4]([F:10])[CH:3]=1. The catalyst class is: 6. (4) Reactant: F[C:2]1[CH:3]=[C:4]([CH:7]=[CH:8][C:9]=1[N+:10]([O-:12])=[O:11])[CH:5]=[O:6].[NH:13]1[CH2:18][CH2:17][CH:16]([C:19]([O:21][CH3:22])=[O:20])[CH2:15][CH2:14]1.C(=O)([O-])[O-].[Cs+].[Cs+]. Product: [CH:5]([C:4]1[CH:7]=[CH:8][C:9]([N+:10]([O-:12])=[O:11])=[C:2]([N:13]2[CH2:18][CH2:17][CH:16]([C:19]([O:21][CH3:22])=[O:20])[CH2:15][CH2:14]2)[CH:3]=1)=[O:6]. The catalyst class is: 197.